Dataset: Reaction yield outcomes from USPTO patents with 853,638 reactions. Task: Predict the reaction yield, written as a fraction of the theoretical maximum amount of product (1.0 means a 100% yield; for example, 0.34 means a 34% yield). (1) The reactants are [CH3:1][S:2][C:3]1[C:4]([C:8]2[CH:9]=[N:10][CH:11]=[CH:12][CH:13]=2)=[N:5][NH:6][CH:7]=1.C(SSC[C:18]1[O:19][CH:15]=[CH:16][CH:17]=1)[C:15]1[O:19][CH:18]=[CH:17][CH:16]=1.IC1C(C2C=NC=CC=2)=NNC=1. The catalyst is C(OCC)(=O)C. The product is [O:19]1[CH:15]=[CH:16][CH:17]=[C:18]1[CH2:1][S:2][C:3]1[C:4]([C:8]2[CH:9]=[N:10][CH:11]=[CH:12][CH:13]=2)=[N:5][NH:6][CH:7]=1. The yield is 0.540. (2) The reactants are [CH3:1][S:2][C:3]1[N:4]=[CH:5][C:6]2[CH:12]=[CH:11][C:10](=[O:13])[NH:9][C:7]=2[N:8]=1.[Br:14]N1C(=O)CCC1=O. The catalyst is CN(C)C=O. The product is [Br:14][C:11]1[C:10](=[O:13])[NH:9][C:7]2[N:8]=[C:3]([S:2][CH3:1])[N:4]=[CH:5][C:6]=2[CH:12]=1. The yield is 0.480. (3) The reactants are ClC(OC1C=CC=CC=1)=O.[CH2:11]([O:18][C:19](=[O:36])[NH:20][C:21]1[CH:26]=[CH:25][C:24]([O:27][C:28]2[CH:33]=[CH:32][N:31]=[C:30]([NH2:34])[CH:29]=2)=[CH:23][C:22]=1[F:35])[C:12]1[CH:17]=[CH:16][CH:15]=[CH:14][CH:13]=1.Cl.Cl.Cl.[CH3:40][N:41]([CH3:52])[CH2:42][CH2:43][N:44]1[CH2:49][CH2:48][CH:47]([NH:50][CH3:51])[CH2:46][CH2:45]1.[OH-:53].[Na+].[CH3:55]O. The catalyst is O1CCCC1.[Cl-].[Na+].O.C(OCC)(=O)C.C(N(CC)CC)C. The product is [CH2:11]([O:18][C:19](=[O:36])[NH:20][C:21]1[CH:26]=[CH:25][C:24]([O:27][C:28]2[CH:33]=[CH:32][N:31]=[C:30]([NH:34][C:51]([N:50]([CH:47]3[CH2:46][CH2:45][N:44]([CH2:43][CH2:42][N:41]([CH3:52])[CH3:40])[CH2:49][CH2:48]3)[CH3:55])=[O:53])[CH:29]=2)=[CH:23][C:22]=1[F:35])[C:12]1[CH:13]=[CH:14][CH:15]=[CH:16][CH:17]=1. The yield is 0.284. (4) The reactants are [NH2:1][C@@H:2]([C:27]([CH3:30])([CH3:29])[CH3:28])[C:3]([N:5]1[CH2:9][C@H:8]([OH:10])[CH2:7][C@H:6]1[C:11]([NH:13][CH2:14][C:15]1[CH:20]=[CH:19][C:18]([C:21]2[S:25][CH:24]=[N:23][C:22]=2[CH3:26])=[CH:17][CH:16]=1)=[O:12])=[O:4].C(OC([N:38]1[CH2:43][CH2:42][O:41][CH2:40][C@H:39]1[C:44](O)=[O:45])=O)(C)(C)C.CCN(C(C)C)C(C)C.CN(C(ON1N=NC2C=CC=NC1=2)=[N+](C)C)C.F[P-](F)(F)(F)(F)F.[ClH:80].O1CCOCC1. The catalyst is CN(C=O)C.ClCCl.CO. The product is [ClH:80].[OH:10][C@H:8]1[CH2:9][N:5]([C:3](=[O:4])[C@@H:2]([NH:1][C:44]([C@@H:39]2[CH2:40][O:41][CH2:42][CH2:43][NH:38]2)=[O:45])[C:27]([CH3:30])([CH3:29])[CH3:28])[C@H:6]([C:11](=[O:12])[NH:13][CH2:14][C:15]2[CH:20]=[CH:19][C:18]([C:21]3[S:25][CH:24]=[N:23][C:22]=3[CH3:26])=[CH:17][CH:16]=2)[CH2:7]1. The yield is 0.620. (5) The product is [CH3:15][CH2:14][CH2:13][CH2:12][C:16]1[CH:17]=[C:18]([C:2]2[CH:9]=[CH:8][CH:7]=[C:4]([C:5]#[N:6])[C:3]=2[C:10]#[N:11])[CH:19]=[CH:20][CH:21]=1. The yield is 0.641. The reactants are Cl[C:2]1[CH:9]=[CH:8][CH:7]=[C:4]([C:5]#[N:6])[C:3]=1[C:10]#[N:11].[CH2:12]([C:16]1[CH:21]=[CH:20][C:19](B(O)O)=[CH:18][CH:17]=1)[CH2:13][CH2:14][CH3:15].[F-].[Cs+]. The catalyst is ClCCl.CC(C)([P](C(C)(C)C)([Pd][P](C(C)(C)C)(C(C)(C)C)C(C)(C)C)C(C)(C)C)C. (6) The reactants are Cl[C:2]1[C:7]([CH2:8][C:9]2[CH:14]=[CH:13][C:12]([C:15]3[C:16]([C:21]#[N:22])=[CH:17][CH:18]=[CH:19][CH:20]=3)=[CH:11][CH:10]=2)=[C:6]([CH2:23][CH2:24][CH3:25])[N:5]=[C:4]([CH3:26])[N:3]=1.[CH2:27]([S:32]([NH2:35])(=[O:34])=[O:33])[CH2:28][CH2:29][CH2:30][CH3:31].[C:36](=[O:39])([O-])[O-:37].[K+].[K+].C[N:43](C)C(=O)C. The catalyst is C(OCC)(=O)C. The product is [CH3:26][C:4]1[N:3]=[C:2]([NH:35][S:32]([CH2:27][CH2:28][CH2:29][CH2:30][CH3:31])(=[O:34])=[O:33])[C:7]([CH2:8][C:9]2[CH:14]=[CH:13][C:12]([C:15]3[CH:20]=[CH:19][CH:18]=[CH:17][C:16]=3[C:21]3[NH:43][C:36](=[O:39])[O:37][N:22]=3)=[CH:11][CH:10]=2)=[C:6]([CH2:23][CH2:24][CH3:25])[N:5]=1. The yield is 0.380. (7) The product is [CH:47]([C:11]1[CH:10]=[CH:9][C:21]2[N:20]([C:22]3[CH:27]=[CH:26][C:25]([C:28]4[CH:29]=[CH:30][C:31]([N:34]5[C:46]6[CH:45]=[CH:44][C:43]([CH:6]=[O:7])=[CH:42][C:41]=6[C:40]6[C:35]5=[CH:36][CH:37]=[CH:38][CH:39]=6)=[CH:32][CH:33]=4)=[CH:24][CH:23]=3)[C:19]3[C:14]([C:13]=2[CH:12]=1)=[CH:15][CH:16]=[CH:17][CH:18]=3)=[O:49]. The catalyst is O. The yield is 0.870. The reactants are O(Cl)Cl.CN(C)[CH:6]=[O:7].[CH:9]1[C:21]2[N:20]([C:22]3[CH:27]=[CH:26][C:25]([C:28]4[CH:33]=[CH:32][C:31]([N:34]5[C:46]6[CH:45]=[CH:44][CH:43]=[CH:42][C:41]=6[C:40]6[C:35]5=[CH:36][CH:37]=[CH:38][CH:39]=6)=[CH:30][CH:29]=4)=[CH:24][CH:23]=3)[C:19]3[C:14](=[CH:15][CH:16]=[CH:17][CH:18]=3)[C:13]=2[CH:12]=[CH:11][CH:10]=1.[CH2:47]([OH:49])C.ClCCl.